This data is from Forward reaction prediction with 1.9M reactions from USPTO patents (1976-2016). The task is: Predict the product of the given reaction. (1) Given the reactants Br[C:2]1[CH:11]=[CH:10][C:9]2[C:4](=[CH:5][CH:6]=[CH:7][CH:8]=2)[CH:3]=1.[F:12][C:13]1[CH:14]=[C:15](OB(O)O)[CH:16]=[CH:17][CH:18]=1.C([O-])([O-])=O.[K+].[K+], predict the reaction product. The product is: [F:12][C:13]1[CH:18]=[C:17]([C:2]2[CH:11]=[CH:10][C:9]3[C:4](=[CH:5][CH:6]=[CH:7][CH:8]=3)[CH:3]=2)[CH:16]=[CH:15][CH:14]=1. (2) Given the reactants Cl.[O:2]1[CH2:7][CH2:6][CH:5]([NH:8][NH2:9])[CH2:4][CH2:3]1.[CH3:10][CH:11]([CH3:14])[CH:12]=O.CON(C)[C:18](=O)/[CH:19]=[CH:20]/[N+]([O-])=O.[CH2:26]1[CH:30]2[CH2:31][NH:32][CH2:33][CH:29]2[CH2:28][N:27]1[C:34]([O:36]C(C)(C)C)=[O:35].[CH2:56]1[C:57](=[O:58])[N:52](OC(O[N:52]2[C:57](=[O:58])[CH2:56][CH2:55][C:53]2=[O:54])=O)[C:53](=[O:54])[CH2:55]1, predict the reaction product. The product is: [O:2]1[CH2:7][CH2:6][CH:5]([N:8]2[C:19]([CH2:20][N:32]3[CH2:33][CH:29]4[CH2:28][N:27]([C:34]([O:36][N:52]5[C:53](=[O:54])[CH2:55][CH2:56][C:57]5=[O:58])=[O:35])[CH2:26][CH:30]4[CH2:31]3)=[CH:18][C:12]([CH:11]([CH3:14])[CH3:10])=[N:9]2)[CH2:4][CH2:3]1. (3) Given the reactants [CH3:1][C:2]1[CH:7]=[CH:6][C:5]([P:8]([C:11](=[O:18])[C:12]2[CH:17]=[CH:16][CH:15]=[CH:14][CH:13]=2)(=O)[OH:9])=[C:4]([CH3:19])[C:3]=1[CH3:20].N1C=CC=CC=1.S(Cl)([Cl:29])=O, predict the reaction product. The product is: [CH3:1][C:2]1[CH:7]=[CH:6][C:5]([P:8]([Cl:29])([C:11](=[O:18])[C:12]2[CH:17]=[CH:16][CH:15]=[CH:14][CH:13]=2)=[O:9])=[C:4]([CH3:19])[C:3]=1[CH3:20]. (4) Given the reactants Br[CH2:2][C:3]1[CH:8]=[CH:7][C:6]([F:9])=[C:5]([N+:10]([O-:12])=[O:11])[CH:4]=1.[C:13](#[N:15])C, predict the reaction product. The product is: [F:9][C:6]1[CH:7]=[CH:8][C:3]([CH2:2][C:13]#[N:15])=[CH:4][C:5]=1[N+:10]([O-:12])=[O:11]. (5) Given the reactants Br[C:2]1[CH:3]=[N:4][C:5]2[N:6]([CH:8]=[C:9]([CH2:11][O:12][C:13]3[CH:18]=[CH:17][C:16]([F:19])=[CH:15][CH:14]=3)[N:10]=2)[CH:7]=1.[F:20][C:21]1[CH:22]=[CH:23][C:24]([CH3:30])=[C:25](B(O)O)[CH:26]=1, predict the reaction product. The product is: [F:20][C:21]1[CH:26]=[CH:25][C:24]([CH3:30])=[C:23]([C:2]2[CH:3]=[N:4][C:5]3[N:6]([CH:8]=[C:9]([CH2:11][O:12][C:13]4[CH:18]=[CH:17][C:16]([F:19])=[CH:15][CH:14]=4)[N:10]=3)[CH:7]=2)[CH:22]=1. (6) Given the reactants [Cl:1][C:2]1[CH:10]=[CH:9][CH:8]=[C:7]([N+:11]([O-])=O)[C:3]=1[C:4]([NH2:6])=[O:5].O=[CH:15][CH2:16][NH:17][C:18](=[O:24])[O:19][C:20]([CH3:23])([CH3:22])[CH3:21], predict the reaction product. The product is: [Cl:1][C:2]1[CH:10]=[CH:9][CH:8]=[C:7]2[C:3]=1[C:4](=[O:5])[NH:6][CH:15]([CH2:16][NH:17][C:18](=[O:24])[O:19][C:20]([CH3:23])([CH3:22])[CH3:21])[NH:11]2. (7) Given the reactants [Cl:1][C:2]1[CH:3]=[C:4]([CH:12]([CH2:17][C@H:18]2[CH2:38][CH2:37][C:20]3([O:24][C@H:23]([C:25]4[CH:30]=[CH:29][CH:28]=[CH:27][CH:26]=4)[C@@H:22]([C:31]4[CH:36]=[CH:35][CH:34]=[CH:33][CH:32]=4)[O:21]3)[CH2:19]2)[C:13](=[O:16])[CH:14]=[CH2:15])[CH:5]=[CH:6][C:7]=1[S:8]([CH3:11])(=[O:10])=[O:9].[N:39]1[CH:44]=[CH:43][CH:42]=[CH:41][C:40]=1[CH:45]=[O:46].C(N(CC)CC)C, predict the reaction product. The product is: [Cl:1][C:2]1[CH:3]=[C:4]([CH:12]([CH2:17][C@H:18]2[CH2:38][CH2:37][C:20]3([O:21][C@H:22]([C:31]4[CH:36]=[CH:35][CH:34]=[CH:33][CH:32]=4)[C@@H:23]([C:25]4[CH:26]=[CH:27][CH:28]=[CH:29][CH:30]=4)[O:24]3)[CH2:19]2)[C:13](=[O:16])[CH2:14][CH2:15][C:45]([C:40]2[CH:41]=[CH:42][CH:43]=[CH:44][N:39]=2)=[O:46])[CH:5]=[CH:6][C:7]=1[S:8]([CH3:11])(=[O:9])=[O:10]. (8) The product is: [O:23]=[C:22]1[C:15]2=[CH:14][C:13]3[CH:12]=[CH:11][C:10]([C:8]4[O:9][C:5]5[CH:4]=[CH:3][C:2]([NH:1][C:37](=[O:40])[CH:38]=[CH2:39])=[CH:27][C:6]=5[N:7]=4)=[CH:18][C:17]=3[N:16]2[C:19]2([CH2:26][CH2:25][CH2:24]2)[CH2:20][NH:21]1. Given the reactants [NH2:1][C:2]1[CH:3]=[CH:4][C:5]2[O:9][C:8]([C:10]3[CH:11]=[CH:12][C:13]4[CH:14]=[C:15]5[C:22](=[O:23])[NH:21][CH2:20][C:19]6([CH2:26][CH2:25][CH2:24]6)[N:16]5[C:17]=4[CH:18]=3)=[N:7][C:6]=2[CH:27]=1.C(N(C(C)C)CC)(C)C.[C:37](Cl)(=[O:40])[CH:38]=[CH2:39], predict the reaction product. (9) Given the reactants [C:1]([C:5]1[CH:6]=[C:7]([C:16](=NO)[CH2:17][O:18][C:19]2[CH:28]=[CH:27][C:22]([C:23]([O:25][CH3:26])=[O:24])=[CH:21][CH:20]=2)[CH:8]=[CH:9][C:10]=1[N:11]1[CH2:15][CH2:14][CH2:13][CH2:12]1)([CH3:4])([CH3:3])[CH3:2].[OH-:31].[Na+], predict the reaction product. The product is: [C:1]([C:5]1[CH:6]=[C:7]([C:16](=[O:31])[CH2:17][O:18][C:19]2[CH:28]=[CH:27][C:22]([C:23]([O:25][CH3:26])=[O:24])=[CH:21][CH:20]=2)[CH:8]=[CH:9][C:10]=1[N:11]1[CH2:15][CH2:14][CH2:13][CH2:12]1)([CH3:4])([CH3:3])[CH3:2]. (10) Given the reactants O=C1C2C(=CC=CC=2)C(=O)[N:3]1[CH2:12][CH2:13][N:14]1[CH2:19][CH2:18][N:17]([C:20]([O:22][C:23]([CH3:26])([CH3:25])[CH3:24])=[O:21])[CH2:16][CH2:15]1.O.NN, predict the reaction product. The product is: [NH2:3][CH2:12][CH2:13][N:14]1[CH2:19][CH2:18][N:17]([C:20]([O:22][C:23]([CH3:26])([CH3:25])[CH3:24])=[O:21])[CH2:16][CH2:15]1.